From a dataset of Retrosynthesis with 50K atom-mapped reactions and 10 reaction types from USPTO. Predict the reactants needed to synthesize the given product. (1) Given the product CCCCCC(C)=CCC=C(C)CC=CCCCCCCCl, predict the reactants needed to synthesize it. The reactants are: CCCCCC(C)=CCC=C(C)CC#CCCCCCCCl. (2) The reactants are: Nc1cc(O)c2c(c1)C(=O)c1cccc(O)c1C2=O.O=C(Cl)CCl. Given the product O=C(CCl)Nc1cc(O)c2c(c1)C(=O)c1cccc(O)c1C2=O, predict the reactants needed to synthesize it. (3) Given the product C#CC(O)c1csc(Br)n1, predict the reactants needed to synthesize it. The reactants are: C#C[Mg+].O=Cc1csc(Br)n1. (4) Given the product CC(c1ccc(F)cc1)n1cnc2c(Cl)nc(Cl)nc21, predict the reactants needed to synthesize it. The reactants are: CC(O)c1ccc(F)cc1.Clc1nc(Cl)c2nc[nH]c2n1. (5) Given the product CCC(CC(=O)OC)NCc1ccc(F)cc1, predict the reactants needed to synthesize it. The reactants are: CCC(N)CC(=O)OC.O=Cc1ccc(F)cc1. (6) Given the product Nc1cc(C(=O)O)ccc1Sc1ccc(Cl)cc1C(=O)O, predict the reactants needed to synthesize it. The reactants are: O=C(O)c1ccc(Sc2ccc(Cl)cc2C(=O)O)c([N+](=O)[O-])c1.